From a dataset of Catalyst prediction with 721,799 reactions and 888 catalyst types from USPTO. Predict which catalyst facilitates the given reaction. (1) Reactant: [F:1][C:2]1[CH:9]=[CH:8][C:5]([CH2:6][Cl:7])=[CH:4][CH:3]=1.[CH3:10][C:11]1([CH3:34])[CH:15]([N:16]2[CH2:20][CH2:19][CH2:18][CH2:17]2)[C:14]2[C:21]([CH3:33])=[C:22]([N:27]3[CH2:32][CH2:31][NH:30][CH2:29][CH2:28]3)[C:23]([CH3:26])=[C:24]([CH3:25])[C:13]=2[O:12]1.[ClH:35]. Product: [ClH:7].[ClH:35].[F:1][C:2]1[CH:9]=[CH:8][C:5]([CH2:6][N:30]2[CH2:31][CH2:32][N:27]([C:22]3[C:23]([CH3:26])=[C:24]([CH3:25])[C:13]4[O:12][C:11]([CH3:34])([CH3:10])[CH:15]([N:16]5[CH2:17][CH2:18][CH2:19][CH2:20]5)[C:14]=4[C:21]=3[CH3:33])[CH2:28][CH2:29]2)=[CH:4][CH:3]=1. The catalyst class is: 13. (2) Reactant: C=O.[CH3:3][C:4]1[C:5]([CH2:23][CH2:24][C:25]2[CH:30]=[CH:29][CH:28]=[CH:27][C:26]=2[CH2:31][C:32]([NH2:34])=[O:33])=[N:6][C:7]([NH:10][C:11]2[CH:12]=[N:13][C:14]([CH:17]3[CH2:22][CH2:21][NH:20][CH2:19][CH2:18]3)=[CH:15][CH:16]=2)=[N:8][CH:9]=1.[C:35](O[BH-](OC(=O)C)OC(=O)C)(=O)C.[Na+]. Product: [CH3:3][C:4]1[C:5]([CH2:23][CH2:24][C:25]2[CH:30]=[CH:29][CH:28]=[CH:27][C:26]=2[CH2:31][C:32]([NH2:34])=[O:33])=[N:6][C:7]([NH:10][C:11]2[CH:12]=[N:13][C:14]([CH:17]3[CH2:22][CH2:21][N:20]([CH3:35])[CH2:19][CH2:18]3)=[CH:15][CH:16]=2)=[N:8][CH:9]=1. The catalyst class is: 5. (3) Reactant: [F:1][C:2]1[CH:3]=[CH:4][C:5]([OH:30])=[C:6]([C:8]([CH3:29])([CH3:28])[CH2:9][C:10]([OH:27])([C:23]([F:26])([F:25])[F:24])[CH2:11][N:12]2[C:21]3[C:16](=[CH:17][CH:18]=[CH:19][CH:20]=3)[C:15](=[O:22])[CH:14]=[CH:13]2)[CH:7]=1.Cl[C:32]([F:38])([F:37])C(OC)=O.C(=O)([O-])[O-].[Cs+].[Cs+]. Product: [F:37][CH:32]([F:38])[O:30][C:5]1[CH:4]=[CH:3][C:2]([F:1])=[CH:7][C:6]=1[C:8]([CH3:28])([CH3:29])[CH2:9][C:10]([OH:27])([C:23]([F:25])([F:26])[F:24])[CH2:11][N:12]1[C:21]2[C:16](=[CH:17][CH:18]=[CH:19][CH:20]=2)[C:15](=[O:22])[CH:14]=[CH:13]1. The catalyst class is: 39. (4) Reactant: [CH:1]1([NH:7][C:8]2[N:13]=[CH:12][N:11]=[C:10]([C:14]([OH:16])=O)[CH:9]=2)[CH2:6][CH2:5][CH2:4][CH2:3][CH2:2]1.[S:17]([NH2:27])(=[O:26])([C:19]1[CH:24]=[CH:23][C:22]([NH2:25])=[CH:21][CH:20]=1)=[O:18]. Product: [NH2:27][S:17]([C:19]1[CH:20]=[CH:21][C:22]([NH:25][C:14]([C:10]2[CH:9]=[C:8]([NH:7][CH:1]3[CH2:2][CH2:3][CH2:4][CH2:5][CH2:6]3)[N:13]=[CH:12][N:11]=2)=[O:16])=[CH:23][CH:24]=1)(=[O:18])=[O:26]. The catalyst class is: 5.